Dataset: Catalyst prediction with 721,799 reactions and 888 catalyst types from USPTO. Task: Predict which catalyst facilitates the given reaction. (1) Reactant: Br[CH2:2][C:3]1[CH:8]=[CH:7][CH:6]=[CH:5][C:4]=1[O:9][C:10]([F:13])([F:12])[F:11].[P:14]([O:21]CC)([O:18][CH2:19][CH3:20])[O:15][CH2:16][CH3:17]. Product: [F:11][C:10]([F:13])([F:12])[O:9][C:4]1[CH:5]=[CH:6][CH:7]=[CH:8][C:3]=1[CH2:2][P:14](=[O:21])([O:18][CH2:19][CH3:20])[O:15][CH2:16][CH3:17]. The catalyst class is: 11. (2) The catalyst class is: 5. Product: [N:1]1([C:7]([NH2:10])=[O:8])[CH2:6][CH2:5][O:4][CH2:3][CH2:2]1. Reactant: [N:1]1([C:7](Cl)=[O:8])[CH2:6][CH2:5][O:4][CH2:3][CH2:2]1.[NH3:10].